From a dataset of NCI-60 drug combinations with 297,098 pairs across 59 cell lines. Regression. Given two drug SMILES strings and cell line genomic features, predict the synergy score measuring deviation from expected non-interaction effect. (1) Drug 1: CCCCCOC(=O)NC1=NC(=O)N(C=C1F)C2C(C(C(O2)C)O)O. Drug 2: CC12CCC3C(C1CCC2O)C(CC4=C3C=CC(=C4)O)CCCCCCCCCS(=O)CCCC(C(F)(F)F)(F)F. Cell line: NCI/ADR-RES. Synergy scores: CSS=-3.29, Synergy_ZIP=0.148, Synergy_Bliss=-9.23, Synergy_Loewe=-10.6, Synergy_HSA=-13.7. (2) Drug 1: C1CCC(C(C1)N)N.C(=O)(C(=O)[O-])[O-].[Pt+4]. Drug 2: CC1CCCC2(C(O2)CC(NC(=O)CC(C(C(=O)C(C1O)C)(C)C)O)C(=CC3=CSC(=N3)C)C)C. Cell line: EKVX. Synergy scores: CSS=27.9, Synergy_ZIP=-8.70, Synergy_Bliss=-0.623, Synergy_Loewe=-4.63, Synergy_HSA=2.15. (3) Drug 1: C1=C(C(=O)NC(=O)N1)F. Drug 2: C1C(C(OC1N2C=NC(=NC2=O)N)CO)O. Cell line: HL-60(TB). Synergy scores: CSS=65.2, Synergy_ZIP=-11.8, Synergy_Bliss=-15.5, Synergy_Loewe=-6.29, Synergy_HSA=-4.65. (4) Drug 1: CC1=C(N=C(N=C1N)C(CC(=O)N)NCC(C(=O)N)N)C(=O)NC(C(C2=CN=CN2)OC3C(C(C(C(O3)CO)O)O)OC4C(C(C(C(O4)CO)O)OC(=O)N)O)C(=O)NC(C)C(C(C)C(=O)NC(C(C)O)C(=O)NCCC5=NC(=CS5)C6=NC(=CS6)C(=O)NCCC[S+](C)C)O. Drug 2: C(CCl)NC(=O)N(CCCl)N=O. Cell line: IGROV1. Synergy scores: CSS=34.2, Synergy_ZIP=-9.04, Synergy_Bliss=0.605, Synergy_Loewe=-22.6, Synergy_HSA=3.40. (5) Drug 1: CN(C)C1=NC(=NC(=N1)N(C)C)N(C)C. Drug 2: C(CCl)NC(=O)N(CCCl)N=O. Cell line: SNB-75. Synergy scores: CSS=1.11, Synergy_ZIP=0.869, Synergy_Bliss=3.55, Synergy_Loewe=0.0610, Synergy_HSA=0.769. (6) Drug 1: CNC(=O)C1=CC=CC=C1SC2=CC3=C(C=C2)C(=NN3)C=CC4=CC=CC=N4. Drug 2: CC1=C2C(C(=O)C3(C(CC4C(C3C(C(C2(C)C)(CC1OC(=O)C(C(C5=CC=CC=C5)NC(=O)C6=CC=CC=C6)O)O)OC(=O)C7=CC=CC=C7)(CO4)OC(=O)C)O)C)OC(=O)C. Cell line: HL-60(TB). Synergy scores: CSS=82.8, Synergy_ZIP=22.7, Synergy_Bliss=17.6, Synergy_Loewe=-21.5, Synergy_HSA=17.8. (7) Drug 1: CN(CC1=CN=C2C(=N1)C(=NC(=N2)N)N)C3=CC=C(C=C3)C(=O)NC(CCC(=O)O)C(=O)O. Drug 2: CC12CCC3C(C1CCC2OP(=O)(O)O)CCC4=C3C=CC(=C4)OC(=O)N(CCCl)CCCl.[Na+]. Cell line: HCC-2998. Synergy scores: CSS=34.0, Synergy_ZIP=-10.5, Synergy_Bliss=-11.1, Synergy_Loewe=-77.5, Synergy_HSA=-14.1.